Dataset: Catalyst prediction with 721,799 reactions and 888 catalyst types from USPTO. Task: Predict which catalyst facilitates the given reaction. (1) Reactant: [CH:1](I)([CH3:3])[CH3:2].[NH2:5][CH:6]1[CH2:11][CH2:10][CH:9]([CH2:12][NH:13][C:14](=[O:20])[O:15][C:16]([CH3:19])([CH3:18])[CH3:17])[CH2:8][CH2:7]1.C(N(C(C)C)CC)(C)C. Product: [CH:1]([NH:5][CH:6]1[CH2:11][CH2:10][CH:9]([CH2:12][NH:13][C:14](=[O:20])[O:15][C:16]([CH3:18])([CH3:17])[CH3:19])[CH2:8][CH2:7]1)([CH3:3])[CH3:2]. The catalyst class is: 1. (2) Reactant: [CH3:1][O:2][C:3]1[CH:8]=[CH:7][C:6]([C:9]2[CH:14]=[CH:13][C:12]([S:15]([CH:18]3[CH2:24][CH2:23][CH2:22][CH2:21][N:20]([O:25]C(C4C=CC=CC=4)(C4C=CC=CC=4)C4C=CC=CC=4)[C:19]3=[O:45])(=[O:17])=[O:16])=[CH:11][CH:10]=2)=[CH:5][CH:4]=1.C(O)(C(F)(F)F)=O. Product: [OH:25][N:20]1[CH2:21][CH2:22][CH2:23][CH2:24][CH:18]([S:15]([C:12]2[CH:11]=[CH:10][C:9]([C:6]3[CH:7]=[CH:8][C:3]([O:2][CH3:1])=[CH:4][CH:5]=3)=[CH:14][CH:13]=2)(=[O:17])=[O:16])[C:19]1=[O:45]. The catalyst class is: 2. (3) Reactant: C1C2C(OC([NH:17][C:18]3([C:48]([OH:50])=[O:49])[CH2:23][CH2:22][C:21]([OH:47])([C:24]4[S:25][C:26]([C:29]5[CH:34]=[C:33]([NH:35][C:36]6[N:41]=[C:40]([C:42]([F:45])([F:44])[F:43])[CH:39]=[CH:38][N:37]=6)[CH:32]=[C:31]([CH3:46])[CH:30]=5)=[CH:27][N:28]=4)[CH2:20][CH2:19]3)=O)C3C(=CC=CC=3)C=2C=CC=1.N1CCCCC1.C(O)(C(F)(F)F)=O. Product: [NH2:17][C:18]1([C:48]([OH:50])=[O:49])[CH2:23][CH2:22][C:21]([OH:47])([C:24]2[S:25][C:26]([C:29]3[CH:34]=[C:33]([NH:35][C:36]4[N:41]=[C:40]([C:42]([F:45])([F:44])[F:43])[CH:39]=[CH:38][N:37]=4)[CH:32]=[C:31]([CH3:46])[CH:30]=3)=[CH:27][N:28]=2)[CH2:20][CH2:19]1. The catalyst class is: 3. (4) Reactant: [NH2:1][C@H:2]([CH2:22][C:23]1[CH:28]=[CH:27][C:26]([Cl:29])=[CH:25][CH:24]=1)[C:3]([N:5]1[CH2:10][CH2:9][CH:8]([C:11]2[CH:16]=[CH:15][CH:14]=[CH:13][C:12]=2[NH:17][S:18]([CH3:21])(=[O:20])=[O:19])[CH2:7][CH2:6]1)=[O:4].CCN(C(C)C)C(C)C.[NH:39]1[C:43](=[O:44])[CH2:42][CH2:41][CH:40]1[C:45](O)=[O:46].C1C=NC2N(O)N=NC=2C=1.C(Cl)CCl. Product: [Cl:29][C:26]1[CH:25]=[CH:24][C:23]([CH2:22][C@@H:2]([NH:1][C:45]([CH:40]2[CH2:41][CH2:42][C:43](=[O:44])[NH:39]2)=[O:46])[C:3]([N:5]2[CH2:10][CH2:9][CH:8]([C:11]3[CH:16]=[CH:15][CH:14]=[CH:13][C:12]=3[NH:17][S:18]([CH3:21])(=[O:19])=[O:20])[CH2:7][CH2:6]2)=[O:4])=[CH:28][CH:27]=1. The catalyst class is: 3.